This data is from Catalyst prediction with 721,799 reactions and 888 catalyst types from USPTO. The task is: Predict which catalyst facilitates the given reaction. Reactant: [CH3:1][CH2:2][O:3][C:4]([C:6]1[S:10][C:9]([NH2:11])=[N:8][CH:7]=1)=[O:5].N1C=CC=CC=1.[C:18](OC(=O)C)(=[O:20])[CH3:19]. Product: [C:18]([NH:11][C:9]1[S:10][C:6]([C:4]([O:3][CH2:2][CH3:1])=[O:5])=[CH:7][N:8]=1)(=[O:20])[CH3:19]. The catalyst class is: 79.